This data is from Full USPTO retrosynthesis dataset with 1.9M reactions from patents (1976-2016). The task is: Predict the reactants needed to synthesize the given product. Given the product [C:37]([O:41][C:42](=[O:43])[NH:44][CH:45]1[CH2:49][CH2:48][N:47]([C:34]([C:32]2[S:33][C:24]3[C:23]4[N:22]=[C:21]([NH:20][C:16]5[CH:17]=[CH:18][CH:19]=[C:14]([S:10](=[O:12])(=[O:13])[NH2:11])[CH:15]=5)[N:30]=[CH:29][C:28]=4[CH:27]=[CH:26][C:25]=3[N:31]=2)=[O:36])[CH2:46]1)([CH3:40])([CH3:38])[CH3:39], predict the reactants needed to synthesize it. The reactants are: C(N(C(C)C)CC)(C)C.[S:10]([C:14]1[CH:15]=[C:16]([NH:20][C:21]2[N:30]=[CH:29][C:28]3[CH:27]=[CH:26][C:25]4[N:31]=[C:32]([C:34]([OH:36])=O)[S:33][C:24]=4[C:23]=3[N:22]=2)[CH:17]=[CH:18][CH:19]=1)(=[O:13])(=[O:12])[NH2:11].[C:37]([O:41][C:42]([NH:44][CH:45]1[CH2:49][CH2:48][NH:47][CH2:46]1)=[O:43])([CH3:40])([CH3:39])[CH3:38].C1CN([P+](Br)(N2CCCC2)N2CCCC2)CC1.F[P-](F)(F)(F)(F)F.